Dataset: Kir2.1 potassium channel HTS with 301,493 compounds. Task: Binary Classification. Given a drug SMILES string, predict its activity (active/inactive) in a high-throughput screening assay against a specified biological target. (1) The molecule is O(c1cc2c(N3CCN(CC3)CC)c(cnc2cc1)C(=O)c1ccc(OC)cc1)CC. The result is 0 (inactive). (2) The drug is OC(C(C)C)(CC#CCN1CCCC1)c1ccccc1. The result is 0 (inactive). (3) The compound is Fc1ccc(c2nnn3c4c(c(nc23)NN)cccc4)cc1. The result is 0 (inactive). (4) The molecule is s1c(C(N2CCN(CC2)C)C(NC(=O)C2CCCCC2)C)ccc1. The result is 0 (inactive).